This data is from Full USPTO retrosynthesis dataset with 1.9M reactions from patents (1976-2016). The task is: Predict the reactants needed to synthesize the given product. Given the product [F:22][C:4]1[CH:5]=[C:6]([O:7][CH2:8][CH2:9][CH2:10][CH:11]2[CH2:16][CH2:15][NH:14][CH2:13][CH2:12]2)[CH:20]=[CH:21][C:3]=1[C:1]#[N:2], predict the reactants needed to synthesize it. The reactants are: [C:1]([C:3]1[CH:21]=[CH:20][C:6]([O:7][CH2:8][CH2:9][CH2:10][CH:11]2[CH2:16][CH2:15][N:14](C([O-])=O)[CH2:13][CH2:12]2)=[CH:5][C:4]=1[F:22])#[N:2].FC(F)(F)C(O)=O.